This data is from Full USPTO retrosynthesis dataset with 1.9M reactions from patents (1976-2016). The task is: Predict the reactants needed to synthesize the given product. (1) Given the product [Cl:1][C:2]1[N:3]=[C:4]([NH:38][CH2:37][CH:34]2[CH2:35][CH2:36][N:31]([C:24]([O:26][C:27]([CH3:30])([CH3:29])[CH3:28])=[O:25])[CH2:32][CH2:33]2)[C:5]2[C:10]([I:11])=[CH:9][N:8]([S:12]([C:15]3[CH:21]=[CH:20][C:18]([CH3:19])=[CH:17][CH:16]=3)(=[O:14])=[O:13])[C:6]=2[N:7]=1, predict the reactants needed to synthesize it. The reactants are: [Cl:1][C:2]1[N:3]=[C:4](Cl)[C:5]2[C:10]([I:11])=[CH:9][N:8]([S:12]([C:15]3[CH:21]=[CH:20][C:18]([CH3:19])=[CH:17][CH:16]=3)(=[O:14])=[O:13])[C:6]=2[N:7]=1.Cl.[C:24]([N:31]1[CH2:36][CH2:35][CH:34]([CH2:37][NH2:38])[CH2:33][CH2:32]1)([O:26][C:27]([CH3:30])([CH3:29])[CH3:28])=[O:25].O.CCOC(C)=O. (2) Given the product [CH3:22][O:23][C:24]1[CH:32]=[CH:31][C:27]([C:28]([NH:21][C:16]2[CH:17]=[N:18][CH:19]=[CH:20][C:15]=2[NH:14][CH2:13][C:10]2([C:10]3[CH:11]=[CH:12][N:7]=[CH:8][CH:9]=3)[CH2:9][CH2:8][NH:7][CH2:12][CH2:11]2)=[O:29])=[CH:26][CH:25]=1, predict the reactants needed to synthesize it. The reactants are: N1C=CC([N:7]2[CH2:12][CH2:11][CH:10]([CH2:13][NH:14][C:15]3[CH:20]=[CH:19][N:18]=[CH:17][C:16]=3[NH2:21])[CH2:9][CH2:8]2)=CC=1.[CH3:22][O:23][C:24]1[CH:32]=[CH:31][C:27]([C:28](Cl)=[O:29])=[CH:26][CH:25]=1. (3) Given the product [Br:17][C:18]1[S:22][C:21]([NH:23][C:24]([NH:40][CH:38]2[CH2:37][CH2:36][O:35][C:34]([CH3:41])([CH3:33])[CH2:39]2)=[O:32])=[N:20][N:19]=1, predict the reactants needed to synthesize it. The reactants are: BrC1SC(NC(NC2C=CC=CC=2)=O)=NN=1.[Br:17][C:18]1[S:22][C:21]([NH:23][C:24](=[O:32])OC2C=CC=CC=2)=[N:20][N:19]=1.[CH3:33][C:34]1([CH3:41])[CH2:39][CH:38]([NH2:40])[CH2:37][CH2:36][O:35]1. (4) Given the product [ClH:51].[N:29]1[CH:34]=[CH:33][CH:32]=[CH:31][C:30]=1[CH2:35][CH2:36][C:37]([N:1]1[C:9]2[C:4](=[CH:5][C:6]([NH:10][C:11]([C:13]3[C:14]([C:19]4[CH:20]=[CH:21][C:22]([C:25]([F:26])([F:27])[F:28])=[CH:23][CH:24]=4)=[CH:15][CH:16]=[CH:17][CH:18]=3)=[O:12])=[CH:7][CH:8]=2)[CH2:3][CH2:2]1)=[O:38], predict the reactants needed to synthesize it. The reactants are: [NH:1]1[C:9]2[C:4](=[CH:5][C:6]([NH:10][C:11]([C:13]3[C:14]([C:19]4[CH:24]=[CH:23][C:22]([C:25]([F:28])([F:27])[F:26])=[CH:21][CH:20]=4)=[CH:15][CH:16]=[CH:17][CH:18]=3)=[O:12])=[CH:7][CH:8]=2)[CH2:3][CH2:2]1.[N:29]1[CH:34]=[CH:33][CH:32]=[CH:31][C:30]=1[CH2:35][CH2:36][C:37](O)=[O:38].O.ON1C2C=CC=CC=2N=N1.[ClH:51].CN(C)CCCN=C=NCC.